Dataset: NCI-60 drug combinations with 297,098 pairs across 59 cell lines. Task: Regression. Given two drug SMILES strings and cell line genomic features, predict the synergy score measuring deviation from expected non-interaction effect. Drug 1: CC1=C(C=C(C=C1)NC2=NC=CC(=N2)N(C)C3=CC4=NN(C(=C4C=C3)C)C)S(=O)(=O)N.Cl. Drug 2: C1=NC(=NC(=O)N1C2C(C(C(O2)CO)O)O)N. Cell line: SK-OV-3. Synergy scores: CSS=2.57, Synergy_ZIP=1.38, Synergy_Bliss=4.17, Synergy_Loewe=1.43, Synergy_HSA=2.00.